From a dataset of Full USPTO retrosynthesis dataset with 1.9M reactions from patents (1976-2016). Predict the reactants needed to synthesize the given product. Given the product [CH3:31][N:29]1[CH:30]=[C:26]([C:23]2[CH:24]=[CH:25][C:20]([NH:1][C:2]3[S:6][C:5]([C:7]([O:9][CH3:10])=[O:8])=[C:4]([O:11][CH2:12][C:13]4[CH:18]=[CH:17][CH:16]=[CH:15][CH:14]=4)[CH:3]=3)=[C:21]([N+:32]([O-:34])=[O:33])[CH:22]=2)[CH:27]=[N:28]1, predict the reactants needed to synthesize it. The reactants are: [NH2:1][C:2]1[S:6][C:5]([C:7]([O:9][CH3:10])=[O:8])=[C:4]([O:11][CH2:12][C:13]2[CH:18]=[CH:17][CH:16]=[CH:15][CH:14]=2)[CH:3]=1.I[C:20]1[CH:25]=[CH:24][C:23]([C:26]2[CH:27]=[N:28][N:29]([CH3:31])[CH:30]=2)=[CH:22][C:21]=1[N+:32]([O-:34])=[O:33].C(=O)([O-])[O-].[Cs+].[Cs+].CC1(C)C2C(=C(P(C3C=CC=CC=3)C3C=CC=CC=3)C=CC=2)OC2C(P(C3C=CC=CC=3)C3C=CC=CC=3)=CC=CC1=2.